Task: Predict the reactants needed to synthesize the given product.. Dataset: Full USPTO retrosynthesis dataset with 1.9M reactions from patents (1976-2016) (1) Given the product [CH3:1][S:2][C:3]1[CH:8]=[CH:7][C:6]([NH2:9])=[CH:5][CH:4]=1, predict the reactants needed to synthesize it. The reactants are: [CH3:1][S:2][C:3]1[CH:8]=[CH:7][C:6]([N+:9]([O-])=O)=[CH:5][CH:4]=1.[H][H]. (2) Given the product [F:1][C:2]([F:35])([F:34])[C:3]1[CH:4]=[C:5]([CH:27]=[C:28]([C:30]([F:33])([F:32])[F:31])[CH:29]=1)[CH2:6][N:7]1[CH2:14][CH2:13][CH2:12][O:11][C:10]2[N:15]=[C:16]([N:44]3[CH2:45][CH2:46][CH:41]([N:36]4[CH2:40][CH2:39][CH2:38][CH2:37]4)[CH2:42][CH2:43]3)[CH:17]=[C:18]([C:19]3[CH:24]=[CH:23][CH:22]=[CH:21][CH:20]=3)[C:9]=2[C:8]1=[O:26], predict the reactants needed to synthesize it. The reactants are: [F:1][C:2]([F:35])([F:34])[C:3]1[CH:4]=[C:5]([CH:27]=[C:28]([C:30]([F:33])([F:32])[F:31])[CH:29]=1)[CH2:6][N:7]1[CH2:14][CH2:13][CH2:12][O:11][C:10]2[N:15]=[C:16](Cl)[CH:17]=[C:18]([C:19]3[CH:24]=[CH:23][CH:22]=[CH:21][CH:20]=3)[C:9]=2[C:8]1=[O:26].[N:36]1([CH:41]2[CH2:46][CH2:45][NH:44][CH2:43][CH2:42]2)[CH2:40][CH2:39][CH2:38][CH2:37]1. (3) Given the product [CH3:15][C:4]1[C:3]([C:1]([NH2:2])=[O:16])=[C:7]([NH:8][C:9](=[O:14])[CH2:10][CH:11]([CH3:13])[CH3:12])[S:6][N:5]=1, predict the reactants needed to synthesize it. The reactants are: [C:1]([C:3]1[C:4]([CH3:15])=[N:5][S:6][C:7]=1[NH:8][C:9](=[O:14])[CH2:10][CH:11]([CH3:13])[CH3:12])#[N:2].[OH:16]O.Cl.